From a dataset of NCI-60 drug combinations with 297,098 pairs across 59 cell lines. Regression. Given two drug SMILES strings and cell line genomic features, predict the synergy score measuring deviation from expected non-interaction effect. Cell line: T-47D. Synergy scores: CSS=66.6, Synergy_ZIP=1.70, Synergy_Bliss=2.40, Synergy_Loewe=1.01, Synergy_HSA=11.1. Drug 1: C1CC2CC3=C(CC1C24CN(S(=O)(=O)N4)CC(F)(F)F)C=CC(=C3)C=CCN5CCC(CC5)C(F)(F)F. Drug 2: CC1C(C(CC(O1)OC2CC(CC3=C2C(=C4C(=C3O)C(=O)C5=C(C4=O)C(=CC=C5)OC)O)(C(=O)CO)O)N)O.